From a dataset of Reaction yield outcomes from USPTO patents with 853,638 reactions. Predict the reaction yield, written as a fraction of the theoretical maximum amount of product (1.0 means a 100% yield; for example, 0.34 means a 34% yield). (1) The reactants are Cl.[Br:2][C:3]1[CH:4]=[C:5]([NH2:15])[CH:6]=[C:7]([NH:9][CH2:10][C:11]([F:14])([F:13])[F:12])[CH:8]=1.Cl[C:17]1[N:22]=[C:21]([C:23]([F:26])([F:25])[F:24])[CH:20]=[CH:19][N:18]=1.O. The catalyst is CS(C)=O. The product is [Br:2][C:3]1[CH:4]=[C:5]([NH:15][C:17]2[N:22]=[C:21]([C:23]([F:26])([F:25])[F:24])[CH:20]=[CH:19][N:18]=2)[CH:6]=[C:7]([NH:9][CH2:10][C:11]([F:13])([F:14])[F:12])[CH:8]=1. The yield is 0.500. (2) The reactants are Cl[CH:2]([CH3:6])[C:3](O)=O.C(N(CC)CC)C.[Cl:14][C:15]1[N:20]=[N:19][C:18]([NH2:21])=[CH:17][CH:16]=1.P(Cl)(Cl)([Cl:24])=O. The catalyst is O.C(O)C. The product is [Cl:24][C:3]1[N:21]=[C:18]2[CH:17]=[CH:16][C:15]([Cl:14])=[N:20][N:19]2[C:2]=1[CH3:6]. The yield is 0.0200.